This data is from Reaction yield outcomes from USPTO patents with 853,638 reactions. The task is: Predict the reaction yield, written as a fraction of the theoretical maximum amount of product (1.0 means a 100% yield; for example, 0.34 means a 34% yield). (1) The reactants are [Cl:1][C:2]1[C:3]([F:42])=[C:4]([C@@H:8]2[C@:12]([C:15]3[CH:20]=[CH:19][C:18]([Cl:21])=[CH:17][C:16]=3[F:22])([C:13]#[N:14])[C@H:11]([CH2:23][C:24]([CH3:27])([CH3:26])[CH3:25])[NH:10][C@H:9]2[C:28]([NH:30][C:31]2[CH:39]=[CH:38][C:34]([C:35]([OH:37])=[O:36])=[CH:33][C:32]=2[O:40][CH3:41])=[O:29])[CH:5]=[CH:6][CH:7]=1.[I:43][CH:44](O)[CH3:45].O=C1N(P(Cl)(N2CCOC2=O)=O)CCO1.C(N(CC)CC)C. No catalyst specified. The product is [Cl:1][C:2]1[C:3]([F:42])=[C:4]([C@@H:8]2[C@:12]([C:15]3[CH:20]=[CH:19][C:18]([Cl:21])=[CH:17][C:16]=3[F:22])([C:13]#[N:14])[C@H:11]([CH2:23][C:24]([CH3:26])([CH3:27])[CH3:25])[NH:10][C@H:9]2[C:28]([NH:30][C:31]2[CH:39]=[CH:38][C:34]([C:35]([O:37][CH2:45][CH2:44][I:43])=[O:36])=[CH:33][C:32]=2[O:40][CH3:41])=[O:29])[CH:5]=[CH:6][CH:7]=1. The yield is 0.550. (2) The product is [OH:35][CH2:34][CH2:33][NH:32][C:5]([NH:6][C:7]1[C:8]([CH3:28])=[C:9]([O:26][CH3:27])[C:10]2[O:14][CH2:13][CH:12]([C:15]3[CH:16]=[CH:17][C:18]([CH:21]([CH3:22])[CH3:23])=[CH:19][CH:20]=3)[C:11]=2[C:24]=1[CH3:25])=[O:29]. The catalyst is CCCCCC.C(OCC)(=O)C. The reactants are ClC(Cl)(Cl)CO[C:5](=[O:29])[NH:6][C:7]1[C:8]([CH3:28])=[C:9]([O:26][CH3:27])[C:10]2[O:14][CH2:13][CH:12]([C:15]3[CH:20]=[CH:19][C:18]([CH:21]([CH3:23])[CH3:22])=[CH:17][CH:16]=3)[C:11]=2[C:24]=1[CH3:25].[NH2:32][CH2:33][CH2:34][OH:35]. The yield is 0.590.